Dataset: Peptide-MHC class II binding affinity with 134,281 pairs from IEDB. Task: Regression. Given a peptide amino acid sequence and an MHC pseudo amino acid sequence, predict their binding affinity value. This is MHC class II binding data. The peptide sequence is AIAVHSQTTDIPPCPHGWIS. The MHC is DRB5_0101 with pseudo-sequence DRB5_0101. The binding affinity (normalized) is 0.